This data is from Reaction yield outcomes from USPTO patents with 853,638 reactions. The task is: Predict the reaction yield, written as a fraction of the theoretical maximum amount of product (1.0 means a 100% yield; for example, 0.34 means a 34% yield). The reactants are [Cl:1][C:2]1[CH:3]=[C:4](B2OC(C)(C)C(C)(C)O2)[CH:5]=[C:6]2[C:11]=1[N:10]([CH3:12])[C:9](=[O:13])[CH2:8][CH2:7]2.Br[C:24]1[C:25]2[CH2:32][CH2:31][CH:30]([NH:33][C:34](=[O:37])[CH2:35][CH3:36])[C:26]=2[CH:27]=[N:28][CH:29]=1. No catalyst specified. The product is [Cl:1][C:2]1[CH:3]=[C:4]([C:24]2[C:25]3[CH2:32][CH2:31][CH:30]([NH:33][C:34](=[O:37])[CH2:35][CH3:36])[C:26]=3[CH:27]=[N:28][CH:29]=2)[CH:5]=[C:6]2[C:11]=1[N:10]([CH3:12])[C:9](=[O:13])[CH2:8][CH2:7]2. The yield is 0.650.